From a dataset of NCI-60 drug combinations with 297,098 pairs across 59 cell lines. Regression. Given two drug SMILES strings and cell line genomic features, predict the synergy score measuring deviation from expected non-interaction effect. Drug 1: CC12CCC3C(C1CCC2=O)CC(=C)C4=CC(=O)C=CC34C. Drug 2: CC12CCC3C(C1CCC2O)C(CC4=C3C=CC(=C4)O)CCCCCCCCCS(=O)CCCC(C(F)(F)F)(F)F. Cell line: HT29. Synergy scores: CSS=31.8, Synergy_ZIP=-1.76, Synergy_Bliss=0.172, Synergy_Loewe=-0.175, Synergy_HSA=1.89.